From a dataset of Full USPTO retrosynthesis dataset with 1.9M reactions from patents (1976-2016). Predict the reactants needed to synthesize the given product. Given the product [CH3:24][S:25][C:2]1[C:7]2[C:8](=[O:23])[C:9]3[C:10]([CH:21]=[CH:22][C:6]=2[CH:5]=[CH:4][CH:3]=1)=[N:11][CH:12]=[C:13]([C:15]1[CH:20]=[CH:19][CH:18]=[CH:17][CH:16]=1)[CH:14]=3, predict the reactants needed to synthesize it. The reactants are: Br[C:2]1[C:7]2[C:8](=[O:23])[C:9]3[C:10]([CH:21]=[CH:22][C:6]=2[CH:5]=[CH:4][CH:3]=1)=[N:11][CH:12]=[C:13]([C:15]1[CH:20]=[CH:19][CH:18]=[CH:17][CH:16]=1)[CH:14]=3.[CH3:24][S-:25].[Na+].